This data is from Full USPTO retrosynthesis dataset with 1.9M reactions from patents (1976-2016). The task is: Predict the reactants needed to synthesize the given product. (1) Given the product [CH3:1][O:2][C:3](=[O:30])[CH2:4][CH2:5][C:6]1[CH:14]=[CH:13][C:12]([OH:15])=[C:11]2[C:7]=1[CH2:8][N:9]([S:23]([CH2:26][CH2:27][CH2:28][CH3:29])(=[O:25])=[O:24])[CH2:10]2, predict the reactants needed to synthesize it. The reactants are: [CH3:1][O:2][C:3](=[O:30])[CH:4]=[CH:5][C:6]1[CH:14]=[CH:13][C:12]([O:15]CC2C=CC=CC=2)=[C:11]2[C:7]=1[CH2:8][N:9]([S:23]([CH2:26][CH2:27][CH2:28][CH3:29])(=[O:25])=[O:24])[CH2:10]2.[H][H]. (2) The reactants are: NCC(O)=O.[CH3:6][C:7]([N:10]1[C:15]([OH:16])=[C:14]([C:17]([NH:19][CH2:20][C:21]([O:23]CC)=[O:22])=[O:18])[C:13](=[O:26])[N:12]([CH2:27][C:28]2[CH:33]=[CH:32][C:31]([C:34]([CH3:37])([CH3:36])[CH3:35])=[CH:30][CH:29]=2)[C:11]1=[O:38])([CH3:9])[CH3:8].[OH-].[Na+]. Given the product [CH3:9][C:7]([N:10]1[C:15]([OH:16])=[C:14]([C:17]([NH:19][CH2:20][C:21]([OH:23])=[O:22])=[O:18])[C:13](=[O:26])[N:12]([CH2:27][C:28]2[CH:29]=[CH:30][C:31]([C:34]([CH3:37])([CH3:36])[CH3:35])=[CH:32][CH:33]=2)[C:11]1=[O:38])([CH3:6])[CH3:8], predict the reactants needed to synthesize it. (3) Given the product [CH:13]1[C:14]2[CH2:2][C:3]3[C:8](=[CH:7][CH:6]=[CH:5][CH:4]=3)[C:9]=2[C:10]([C:15]([OH:17])=[O:16])=[CH:11][CH:12]=1, predict the reactants needed to synthesize it. The reactants are: O=[C:2]1[C:14]2[CH:13]=[CH:12][CH:11]=[C:10]([C:15]([OH:17])=[O:16])[C:9]=2[C:8]2[C:3]1=[CH:4][CH:5]=[CH:6][CH:7]=2.O=C1C2C=C(C(O)=O)C=CC=2C2C1=CC=CC=2.C(O)(C(F)(F)F)=O.